This data is from Peptide-MHC class II binding affinity with 134,281 pairs from IEDB. The task is: Regression. Given a peptide amino acid sequence and an MHC pseudo amino acid sequence, predict their binding affinity value. This is MHC class II binding data. (1) The peptide sequence is TKPSLFKVRNGGEIG. The MHC is DRB3_0101 with pseudo-sequence DRB3_0101. The binding affinity (normalized) is 0.332. (2) The peptide sequence is LQFRRIRGPRASVIP. The binding affinity (normalized) is 0.919. The MHC is DRB1_0401 with pseudo-sequence DRB1_0401. (3) The peptide sequence is KFDSRLAFHHMAREKH. The MHC is DRB1_1302 with pseudo-sequence DRB1_1302. The binding affinity (normalized) is 0.0498. (4) The peptide sequence is IVQINGRHFDLRAQG. The MHC is DRB3_0202 with pseudo-sequence DRB3_0202. The binding affinity (normalized) is 0.206. (5) The peptide sequence is AMTKGEGGVW. The MHC is DRB1_1101 with pseudo-sequence DRB1_1101. The binding affinity (normalized) is 0. (6) The peptide sequence is MAVHQYTVALFLAVA. The MHC is DRB1_1302 with pseudo-sequence DRB1_1302. The binding affinity (normalized) is 0.0626.